This data is from Catalyst prediction with 721,799 reactions and 888 catalyst types from USPTO. The task is: Predict which catalyst facilitates the given reaction. (1) Reactant: [NH:1]1[CH2:6][CH2:5][O:4][CH:3]([CH2:7][CH2:8][N:9]2[C:13]3[CH:14]=[CH:15][CH:16]=[CH:17][C:12]=3[N:11]([C:18]3[CH:23]=[CH:22][CH:21]=[CH:20][CH:19]=3)[S:10]2(=[O:25])=[O:24])[CH2:2]1. Product: [NH:1]1[CH2:6][CH2:5][O:4][C@H:3]([CH2:7][CH2:8][N:9]2[C:13]3[CH:14]=[CH:15][CH:16]=[CH:17][C:12]=3[N:11]([C:18]3[CH:19]=[CH:20][CH:21]=[CH:22][CH:23]=3)[S:10]2(=[O:25])=[O:24])[CH2:2]1. The catalyst class is: 382. (2) Reactant: C(N(CC)CC)C.[NH2:8][C:9]1[CH:10]=[C:11]([NH:16][C:17](=[O:27])[C:18]2[CH:23]=[CH:22][CH:21]=[C:20]([N:24]([CH3:26])[CH3:25])[CH:19]=2)[CH:12]=[CH:13][C:14]=1[CH3:15].[Cl:28][CH2:29][C:30]1[CH:31]=[C:32]([CH:36]=[CH:37][CH:38]=1)[C:33](Cl)=[O:34]. Product: [CH3:25][N:24]([CH3:26])[C:20]1[CH:19]=[C:18]([CH:23]=[CH:22][CH:21]=1)[C:17]([NH:16][C:11]1[CH:12]=[CH:13][C:14]([CH3:15])=[C:9]([NH:8][C:33](=[O:34])[C:32]2[CH:36]=[CH:37][CH:38]=[C:30]([CH2:29][Cl:28])[CH:31]=2)[CH:10]=1)=[O:27]. The catalyst class is: 2. (3) Reactant: [Cl:1][C:2]1[CH:3]=[C:4]([S:9]([N:12]2[C:21]3[C:16](=[CH:17][CH:18]=[CH:19][CH:20]=3)[NH:15][C:14](=[O:22])[C@H:13]2[CH2:23][C:24]([OH:26])=O)(=[O:11])=[O:10])[CH:5]=[CH:6][C:7]=1[Cl:8].CCN(CC)CC.CCN=C=NCCCN(C)C.C1C=NC2N(O)N=NC=2C=1.[NH2:55][CH2:56][CH2:57][C:58]1[CH:65]=[CH:64][C:61]([C:62]#[N:63])=[CH:60][CH:59]=1. Product: [C:62]([C:61]1[CH:64]=[CH:65][C:58]([CH2:57][CH2:56][NH:55][C:24](=[O:26])[CH2:23][C@@H:13]2[C:14](=[O:22])[NH:15][C:16]3[C:21](=[CH:20][CH:19]=[CH:18][CH:17]=3)[N:12]2[S:9]([C:4]2[CH:5]=[CH:6][C:7]([Cl:8])=[C:2]([Cl:1])[CH:3]=2)(=[O:11])=[O:10])=[CH:59][CH:60]=1)#[N:63]. The catalyst class is: 34. (4) The catalyst class is: 10. Reactant: [CH3:1][C:2]1[C:7]([CH3:8])=[C:6]([N:9]2[CH2:14][CH2:13][N:12]([C:15]3[CH:20]=[CH:19][C:18]([C:21]([F:24])([F:23])[F:22])=[CH:17][N:16]=3)[CH2:11][CH2:10]2)[N:5]=[N:4][C:3]=1[CH2:25][C:26]([NH:28][NH:29][C:30](=O)[CH3:31])=[O:27].C(N(C(C)C)CC)(C)C.C1(P(C2C=CC=CC=2)C2C=CC=CC=2)C=CC=CC=1.ClC(Cl)(Cl)C(Cl)(Cl)Cl. Product: [CH3:1][C:2]1[C:7]([CH3:8])=[C:6]([N:9]2[CH2:14][CH2:13][N:12]([C:15]3[CH:20]=[CH:19][C:18]([C:21]([F:24])([F:22])[F:23])=[CH:17][N:16]=3)[CH2:11][CH2:10]2)[N:5]=[N:4][C:3]=1[CH2:25][C:26]1[O:27][C:30]([CH3:31])=[N:29][N:28]=1. (5) Reactant: [C:1]([O:5][C:6]([N:8]1[CH2:13][CH2:12][C:11]2[N:14]([CH3:35])[C:15]([C:17]3[CH:22]=[CH:21][N:20]=[C:19]([N:23](C(OCC4C=CC=CC=4)=O)[CH3:24])[CH:18]=3)=[CH:16][C:10]=2[C:9]1=[O:36])=[O:7])([CH3:4])([CH3:3])[CH3:2].C([O-])=O.[NH4+].CCCCCC.CCOC(C)=O. Product: [C:1]([O:5][C:6]([N:8]1[CH2:13][CH2:12][C:11]2[N:14]([CH3:35])[C:15]([C:17]3[CH:22]=[CH:21][N:20]=[C:19]([NH:23][CH3:24])[CH:18]=3)=[CH:16][C:10]=2[C:9]1=[O:36])=[O:7])([CH3:4])([CH3:3])[CH3:2]. The catalyst class is: 29.